This data is from Forward reaction prediction with 1.9M reactions from USPTO patents (1976-2016). The task is: Predict the product of the given reaction. Given the reactants [NH2:1][C:2]1[CH:7]=[C:6]([O:8][C:9]2[C:14]([F:15])=[CH:13][C:12]([NH:16][C:17](=[O:24])[CH2:18][C:19]([O:21]CC)=[O:20])=[C:11]([F:25])[CH:10]=2)[CH:5]=[CH:4][N:3]=1.C(OC1C=CC(NC2N=CN=C(OC3C=CC(NC(=O)CC(NC4C=CC(F)=CC=4)=O)=CC=3F)C=2)=CC=1)C1C=CC=CC=1, predict the reaction product. The product is: [NH2:1][C:2]1[CH:7]=[C:6]([O:8][C:9]2[C:14]([F:15])=[CH:13][C:12]([NH:16][C:17](=[O:24])[CH2:18][C:19]([OH:21])=[O:20])=[C:11]([F:25])[CH:10]=2)[CH:5]=[CH:4][N:3]=1.